Dataset: Full USPTO retrosynthesis dataset with 1.9M reactions from patents (1976-2016). Task: Predict the reactants needed to synthesize the given product. (1) Given the product [C:29]([C:13]1[CH:12]=[N:11][N:10]2[C:6]([C:4]([OH:5])=[O:3])=[CH:7][CH:8]=[C:9]2[C:14]=1[NH:15][C:16]1[CH:21]=[CH:20][C:19]([O:22][C:23]2[CH:28]=[CH:27][CH:26]=[CH:25][CH:24]=2)=[CH:18][CH:17]=1)#[N:30], predict the reactants needed to synthesize it. The reactants are: C([O:3][C:4]([C:6]1[N:10]2[N:11]=[CH:12][C:13]([C:29]#[N:30])=[C:14]([NH:15][C:16]3[CH:21]=[CH:20][C:19]([O:22][C:23]4[CH:28]=[CH:27][CH:26]=[CH:25][CH:24]=4)=[CH:18][CH:17]=3)[C:9]2=[CH:8][CH:7]=1)=[O:5])C.[OH-].[Na+].Cl. (2) Given the product [F:18][C:19]1[C:20]([CH3:27])=[C:21]([CH:24]=[CH:25][CH:26]=1)[CH2:22][N:12]1[C:13]([CH3:17])([CH3:16])[C:14](=[O:15])[N:11]1[CH:2]1[CH:3]2[CH2:4][CH:5]3[CH2:6][CH:7]([CH2:8][CH:1]1[CH2:10]3)[CH2:9]2, predict the reactants needed to synthesize it. The reactants are: [CH:1]12[CH2:10][CH:5]3[CH2:6][CH:7]([CH2:9][CH:3]([CH2:4]3)[CH:2]1[N:11]1[C:14](=[O:15])[C:13]([CH3:17])([CH3:16])[NH:12]1)[CH2:8]2.[F:18][C:19]1[C:20]([CH3:27])=[C:21]([CH:24]=[CH:25][CH:26]=1)[CH2:22]Br.